Task: Predict the reactants needed to synthesize the given product.. Dataset: Full USPTO retrosynthesis dataset with 1.9M reactions from patents (1976-2016) (1) Given the product [C:35]([NH:1][CH:2]1[CH2:7][CH2:6][N:5]([C:8]2[C:9]([C:22]3[CH:27]=[CH:26][CH:25]=[CH:24][CH:23]=3)=[N:10][C:11]3[C:16]([N:17]=2)=[CH:15][C:14]([C:18]([O:20][CH3:21])=[O:19])=[CH:13][CH:12]=3)[CH2:4][CH2:3]1)(=[O:37])[CH3:36], predict the reactants needed to synthesize it. The reactants are: [NH2:1][CH:2]1[CH2:7][CH2:6][N:5]([C:8]2[C:9]([C:22]3[CH:27]=[CH:26][CH:25]=[CH:24][CH:23]=3)=[N:10][C:11]3[C:16]([N:17]=2)=[CH:15][C:14]([C:18]([O:20][CH3:21])=[O:19])=[CH:13][CH:12]=3)[CH2:4][CH2:3]1.C(N(CC)CC)C.[C:35](OC(=O)C)(=[O:37])[CH3:36]. (2) Given the product [N:22]1([CH2:29][CH2:30][N:31]2[CH2:32][CH2:33][CH:34]([NH:37][C:16]([C:10]3[NH:11][C:12]4[C:8]([CH:9]=3)=[C:7]([O:6][CH:2]([CH3:1])[CH:3]([CH3:4])[CH3:5])[CH:15]=[CH:14][CH:13]=4)=[O:18])[CH2:35][CH2:36]2)[CH2:28][CH2:27][CH2:26][CH2:25][CH2:24][CH2:23]1, predict the reactants needed to synthesize it. The reactants are: [CH3:1][CH:2]([O:6][C:7]1[CH:15]=[CH:14][CH:13]=[C:12]2[C:8]=1[CH:9]=[C:10]([C:16]([OH:18])=O)[NH:11]2)[CH:3]([CH3:5])[CH3:4].Cl.Cl.Cl.[N:22]1([CH2:29][CH2:30][N:31]2[CH2:36][CH2:35][CH:34]([NH2:37])[CH2:33][CH2:32]2)[CH2:28][CH2:27][CH2:26][CH2:25][CH2:24][CH2:23]1. (3) Given the product [C:1]([C:5]1[CH:10]=[CH:9][C:8]([NH:11][C:12](=[O:20])[C:13]2[CH:18]=[CH:17][CH:16]=[N:15][C:14]=2[NH:33][CH2:32][C:29]2[N:28]=[C:27]3[NH:23][CH:24]=[CH:25][C:26]3=[CH:31][CH:30]=2)=[CH:7][CH:6]=1)([CH3:4])([CH3:3])[CH3:2], predict the reactants needed to synthesize it. The reactants are: [C:1]([C:5]1[CH:10]=[CH:9][C:8]([NH:11][C:12](=[O:20])[C:13]2[CH:18]=[CH:17][CH:16]=[N:15][C:14]=2F)=[CH:7][CH:6]=1)([CH3:4])([CH3:3])[CH3:2].Cl.Cl.[NH:23]1[C:27]2=[N:28][C:29]([CH2:32][NH2:33])=[CH:30][CH:31]=[C:26]2[CH:25]=[CH:24]1. (4) Given the product [CH3:24][O:23][C:21](=[O:22])[CH2:20][O:18][C:15]1[CH:14]=[CH:13][C:12]([C:9]2[N:8]=[C:7]([C:3]3[S:4][CH:5]=[CH:6][C:2]=3[Cl:1])[O:11][N:10]=2)=[CH:17][CH:16]=1, predict the reactants needed to synthesize it. The reactants are: [Cl:1][C:2]1[CH:6]=[CH:5][S:4][C:3]=1[C:7]1[O:11][N:10]=[C:9]([C:12]2[CH:17]=[CH:16][C:15]([OH:18])=[CH:14][CH:13]=2)[N:8]=1.Br[CH2:20][C:21]([O:23][CH3:24])=[O:22]. (5) Given the product [Cl:16][C:17]1[C:18]([O:27][C:28]2[CH:33]=[CH:32][C:31]([S:34]([NH:2][C:3]3[CH:8]=[CH:7][C:6]([N:9]4[CH2:14][CH2:13][CH:12]([NH:47][CH2:46][CH:45]([OH:48])[C:40]5[CH:39]=[CH:38][CH:43]=[C:42]([OH:44])[CH:41]=5)[CH2:11][CH2:10]4)=[CH:5][CH:4]=3)(=[O:36])=[O:35])=[CH:30][CH:29]=2)=[N:19][CH:20]=[C:21]([C:23]([F:26])([F:25])[F:24])[CH:22]=1, predict the reactants needed to synthesize it. The reactants are: Cl.[NH2:2][C:3]1[CH:8]=[CH:7][C:6]([N:9]2[CH2:14][CH2:13][C:12](=O)[CH2:11][CH2:10]2)=[CH:5][CH:4]=1.[Cl:16][C:17]1[C:18]([O:27][C:28]2[CH:33]=[CH:32][C:31]([S:34](Cl)(=[O:36])=[O:35])=[CH:30][CH:29]=2)=[N:19][CH:20]=[C:21]([C:23]([F:26])([F:25])[F:24])[CH:22]=1.[CH:38]1[CH:43]=[C:42]([OH:44])[CH:41]=[C:40]([CH:45]([OH:48])[CH2:46][NH2:47])[CH:39]=1. (6) Given the product [CH:1]1([C:4]2[O:5][C:6]3[C:7](=[C:9]([C:22]#[N:23])[C:10]([CH3:21])=[C:11]([C:14]4[N:15]=[C:16]([O:19][CH3:20])[S:17][CH:18]=4)[C:12]=3[N:35]3[CH2:36][CH2:37][C@H:33]([N:32]([CH3:38])[CH3:31])[CH2:34]3)[N:8]=2)[CH2:3][CH2:2]1, predict the reactants needed to synthesize it. The reactants are: [CH:1]1([C:4]2[O:5][C:6]3[C:7](=[C:9]([C:22]#[N:23])[C:10]([CH3:21])=[C:11]([C:14]4[N:15]=[C:16]([O:19][CH3:20])[S:17][CH:18]=4)[C:12]=3F)[N:8]=2)[CH2:3][CH2:2]1.C(N(CC)CC)C.[CH3:31][N:32]([CH3:38])[C@H:33]1[CH2:37][CH2:36][NH:35][CH2:34]1.C(=O)([O-])O.[Na+]. (7) Given the product [CH3:1][C:2]1[CH:7]=[CH:6][CH:5]=[C:4]([CH3:8])[C:3]=1[C:9]([N:11]1[CH2:17][C:16]2[CH:18]=[CH:19][C:20]([C:22]([NH:26][OH:27])=[O:24])=[CH:21][C:15]=2[O:14][CH2:13][CH2:12]1)=[O:10], predict the reactants needed to synthesize it. The reactants are: [CH3:1][C:2]1[CH:7]=[CH:6][CH:5]=[C:4]([CH3:8])[C:3]=1[C:9]([N:11]1[CH2:17][C:16]2[CH:18]=[CH:19][C:20]([C:22]([O:24]C)=O)=[CH:21][C:15]=2[O:14][CH2:13][CH2:12]1)=[O:10].[NH2:26][OH:27].[OH-].[Na+].Cl.